Dataset: NCI-60 drug combinations with 297,098 pairs across 59 cell lines. Task: Regression. Given two drug SMILES strings and cell line genomic features, predict the synergy score measuring deviation from expected non-interaction effect. (1) Synergy scores: CSS=23.2, Synergy_ZIP=-2.52, Synergy_Bliss=5.26, Synergy_Loewe=-83.7, Synergy_HSA=4.17. Cell line: HOP-92. Drug 2: C(CN)CNCCSP(=O)(O)O. Drug 1: CC1C(C(CC(O1)OC2CC(CC3=C2C(=C4C(=C3O)C(=O)C5=C(C4=O)C(=CC=C5)OC)O)(C(=O)C)O)N)O.Cl. (2) Synergy scores: CSS=0.318, Synergy_ZIP=1.14, Synergy_Bliss=5.32, Synergy_Loewe=-5.98, Synergy_HSA=0.250. Drug 1: CC12CCC(CC1=CCC3C2CCC4(C3CC=C4C5=CN=CC=C5)C)O. Drug 2: C1CCC(C1)C(CC#N)N2C=C(C=N2)C3=C4C=CNC4=NC=N3. Cell line: T-47D. (3) Drug 1: CC(C1=C(C=CC(=C1Cl)F)Cl)OC2=C(N=CC(=C2)C3=CN(N=C3)C4CCNCC4)N. Drug 2: C1CNP(=O)(OC1)N(CCCl)CCCl. Cell line: OVCAR-4. Synergy scores: CSS=-3.58, Synergy_ZIP=1.25, Synergy_Bliss=-2.79, Synergy_Loewe=-3.86, Synergy_HSA=-4.95. (4) Drug 1: C(CC(=O)O)C(=O)CN.Cl. Drug 2: CN(C(=O)NC(C=O)C(C(C(CO)O)O)O)N=O. Cell line: M14. Synergy scores: CSS=-0.515, Synergy_ZIP=5.63, Synergy_Bliss=10.1, Synergy_Loewe=-6.05, Synergy_HSA=-1.15. (5) Cell line: EKVX. Drug 1: CCCS(=O)(=O)NC1=C(C(=C(C=C1)F)C(=O)C2=CNC3=C2C=C(C=N3)C4=CC=C(C=C4)Cl)F. Synergy scores: CSS=1.16, Synergy_ZIP=1.13, Synergy_Bliss=3.72, Synergy_Loewe=-0.482, Synergy_HSA=1.12. Drug 2: C1=NC(=NC(=O)N1C2C(C(C(O2)CO)O)O)N. (6) Drug 1: CC1=CC=C(C=C1)C2=CC(=NN2C3=CC=C(C=C3)S(=O)(=O)N)C(F)(F)F. Drug 2: C1CN(P(=O)(OC1)NCCCl)CCCl. Cell line: SN12C. Synergy scores: CSS=-5.94, Synergy_ZIP=1.90, Synergy_Bliss=-0.285, Synergy_Loewe=-3.17, Synergy_HSA=-3.95. (7) Drug 1: C1=CC(=C2C(=C1NCCNCCO)C(=O)C3=C(C=CC(=C3C2=O)O)O)NCCNCCO. Drug 2: C1C(C(OC1N2C=NC3=C2NC=NCC3O)CO)O. Cell line: CCRF-CEM. Synergy scores: CSS=51.4, Synergy_ZIP=-1.31, Synergy_Bliss=-2.58, Synergy_Loewe=-38.5, Synergy_HSA=-1.43. (8) Drug 1: CC1=CC2C(CCC3(C2CCC3(C(=O)C)OC(=O)C)C)C4(C1=CC(=O)CC4)C. Drug 2: COC1=C2C(=CC3=C1OC=C3)C=CC(=O)O2. Cell line: SK-MEL-2. Synergy scores: CSS=-6.50, Synergy_ZIP=1.22, Synergy_Bliss=-4.75, Synergy_Loewe=-6.78, Synergy_HSA=-7.29. (9) Drug 2: C1=C(C(=O)NC(=O)N1)F. Drug 1: COC1=C(C=C2C(=C1)N=CN=C2NC3=CC(=C(C=C3)F)Cl)OCCCN4CCOCC4. Cell line: MDA-MB-435. Synergy scores: CSS=20.3, Synergy_ZIP=-7.28, Synergy_Bliss=-11.0, Synergy_Loewe=-7.59, Synergy_HSA=-6.51.